Dataset: Reaction yield outcomes from USPTO patents with 853,638 reactions. Task: Predict the reaction yield, written as a fraction of the theoretical maximum amount of product (1.0 means a 100% yield; for example, 0.34 means a 34% yield). (1) The reactants are [F:1][C:2]1[CH:3]=[C:4]([NH:13][CH2:14][C:15]2[CH:19]=[CH:18][O:17][N:16]=2)[C:5]([C:8]([O:10][CH2:11][CH3:12])=[O:9])=[N:6][CH:7]=1.C1C(=O)N([Br:27])C(=O)C1. The catalyst is C(#N)C. The product is [Br:27][C:7]1[N:6]=[C:5]([C:8]([O:10][CH2:11][CH3:12])=[O:9])[C:4]([NH:13][CH2:14][C:15]2[CH:19]=[CH:18][O:17][N:16]=2)=[CH:3][C:2]=1[F:1]. The yield is 0.360. (2) The reactants are Br[C:2]1[S:3][C:4]([Br:7])=[CH:5][N:6]=1.[NH:8]1[CH2:13][CH2:12][CH:11]([C:14]([O:16][CH2:17][CH3:18])=[O:15])[CH2:10][CH2:9]1. The catalyst is C(O)C.O. The product is [Br:7][C:4]1[S:3][C:2]([N:8]2[CH2:13][CH2:12][CH:11]([C:14]([O:16][CH2:17][CH3:18])=[O:15])[CH2:10][CH2:9]2)=[N:6][CH:5]=1. The yield is 0.690. (3) The reactants are ClC1C=CC(N2CCN(C3N=C(N[C@H](C(C)C)CO)C4[S@](=O)CCC=4N=3)CC2)=CC=1.Cl[C:32]1[C:33]2[S@:53](=[O:54])[CH2:52][CH2:51][C:34]=2[N:35]=[C:36]([N:38]2[CH2:43][CH2:42][N:41]([C:44]3[CH:49]=[CH:48][C:47]([Cl:50])=[CH:46][CH:45]=3)[CH2:40][CH2:39]2)[N:37]=1.[CH3:55][O:56][C:57](=[O:63])[C@@H:58]([CH:60]([CH3:62])[CH3:61])[NH2:59]. No catalyst specified. The product is [CH3:55][O:56][C:57](=[O:63])[C@H:58]([NH:59][C:32]1[C:33]2[S@:53](=[O:54])[CH2:52][CH2:51][C:34]=2[N:35]=[C:36]([N:38]2[CH2:43][CH2:42][N:41]([C:44]3[CH:45]=[CH:46][C:47]([Cl:50])=[CH:48][CH:49]=3)[CH2:40][CH2:39]2)[N:37]=1)[CH:60]([CH3:62])[CH3:61]. The yield is 0.850.